Predict the reactants needed to synthesize the given product. From a dataset of Full USPTO retrosynthesis dataset with 1.9M reactions from patents (1976-2016). (1) The reactants are: [CH3:1][C:2](=[O:14])[CH2:3][CH2:4][CH2:5][CH2:6][CH2:7][CH2:8][CH2:9][CH2:10][CH2:11][CH2:12][CH3:13].[OH:15][CH2:16][CH:17]([CH2:19][OH:20])O.C1C=CC=CC=1.C1(C)C=CC(S(O)(=O)=O)=CC=1. Given the product [OH:15][CH2:16][CH:17]1[CH2:19][O:20][C:2]([CH3:1])([CH2:3][CH2:4][CH2:5][CH2:6][CH2:7][CH2:8][CH2:9][CH2:10][CH2:11][CH2:12][CH3:13])[O:14]1, predict the reactants needed to synthesize it. (2) Given the product [C:1]([C:5]1[N:6]=[C:7]([N:22]2[CH2:27][CH2:26][C:52]([F:58])([F:51])[CH2:24][CH2:23]2)[C:8]2[N:13]=[N:12][N:11]([CH2:14][C:15]3[CH:20]=[CH:19][CH:18]=[CH:17][C:16]=3[Cl:21])[C:9]=2[N:10]=1)([CH3:4])([CH3:3])[CH3:2], predict the reactants needed to synthesize it. The reactants are: [C:1]([C:5]1[N:6]=[C:7]([N:22]2[CH2:27][CH2:26]O[CH2:24][CH2:23]2)[C:8]2[N:13]=[N:12][N:11]([CH2:14][C:15]3[CH:20]=[CH:19][CH:18]=[CH:17][C:16]=3[Cl:21])[C:9]=2[N:10]=1)([CH3:4])([CH3:3])[CH3:2].C(C1N=C(Cl)C2N=NN(CC3C=CC=CC=3Cl)C=2N=1)(C)(C)C.Cl.[F:51][C:52]1([F:58])CCNCC1. (3) Given the product [Cl:1][C:2]1[CH:3]=[N:4][CH:5]=[C:6]([Cl:31])[C:7]=1[NH:8][C:9](=[O:30])[CH:10]([C:12]1[C:20]2[C:15](=[CH:16][CH:17]=[C:18]([OH:21])[CH:19]=2)[N:14]([CH2:22][C:23]2[CH:28]=[CH:27][C:26]([F:29])=[CH:25][CH:24]=2)[CH:13]=1)[OH:11], predict the reactants needed to synthesize it. The reactants are: [Cl:1][C:2]1[CH:3]=[N:4][CH:5]=[C:6]([Cl:31])[C:7]=1[NH:8][C:9](=[O:30])[C:10]([C:12]1[C:20]2[C:15](=[CH:16][CH:17]=[C:18]([OH:21])[CH:19]=2)[N:14]([CH2:22][C:23]2[CH:28]=[CH:27][C:26]([F:29])=[CH:25][CH:24]=2)[CH:13]=1)=[O:11].[BH4-].[Na+].[OH-].[Na+]. (4) Given the product [C:20]([C:23]1[CH:27]=[C:26]([C:28]([NH:1][C@H:2]([CH2:18][CH3:19])[CH2:3][N:4]2[CH:8]=[CH:7][C:6]([C:9]3[CH:16]=[CH:15][C:12]([C:13]#[N:14])=[C:11]([Cl:17])[CH:10]=3)=[N:5]2)=[O:29])[NH:25][N:24]=1)(=[O:22])[CH3:21], predict the reactants needed to synthesize it. The reactants are: [NH2:1][C@H:2]([CH2:18][CH3:19])[CH2:3][N:4]1[CH:8]=[CH:7][C:6]([C:9]2[CH:16]=[CH:15][C:12]([C:13]#[N:14])=[C:11]([Cl:17])[CH:10]=2)=[N:5]1.[C:20]([C:23]1[CH:27]=[C:26]([C:28](O)=[O:29])[NH:25][N:24]=1)(=[O:22])[CH3:21]. (5) Given the product [N:11]1([C:14]2[CH:26]=[CH:25][CH:24]=[CH:23][C:15]=2[CH2:16][CH:17]2[CH2:21][CH2:20][NH:19][C:18]2=[O:22])[CH2:10][CH2:9][NH:8][CH2:13][CH2:12]1, predict the reactants needed to synthesize it. The reactants are: C([N:8]1[CH2:13][CH2:12][N:11]([C:14]2[CH:26]=[CH:25][CH:24]=[CH:23][C:15]=2[CH:16]=[C:17]2[CH2:21][CH2:20][NH:19][C:18]2=[O:22])[CH2:10][CH2:9]1)C1C=CC=CC=1. (6) Given the product [Cl:17][C:18]([Cl:23])([Cl:22])[C:19]([O:21][CH2:9][CH2:10][CH:8]=[C:6]([CH3:7])[CH2:5][CH2:4]/[CH:3]=[C:2](\[CH3:1])/[CH2:11][CH2:12][CH:13]=[C:14]([CH3:15])[CH3:16])=[O:20], predict the reactants needed to synthesize it. The reactants are: [CH3:1]/[C:2](/[CH2:11][CH2:12][CH:13]=[C:14]([CH3:16])[CH3:15])=[CH:3]\[CH2:4][CH2:5][C:6]([CH:8]1[CH2:10][CH2:9]1)=[CH2:7].[Cl:17][C:18]([Cl:23])([Cl:22])[C:19]([OH:21])=[O:20]. (7) Given the product [C:17]1([S:27]([NH:1][C:2]2[CH:3]=[C:4]3[C:8](=[CH:9][CH:10]=2)[CH2:7][C:6]2([C:14](=[O:15])[NH:13][C:12](=[O:16])[NH:11]2)[CH2:5]3)(=[O:29])=[O:28])[C:26]2[C:21](=[CH:22][CH:23]=[CH:24][CH:25]=2)[CH:20]=[CH:19][CH:18]=1, predict the reactants needed to synthesize it. The reactants are: [NH2:1][C:2]1[CH:3]=[C:4]2[C:8](=[CH:9][CH:10]=1)[CH2:7][C:6]1([C:14](=[O:15])[NH:13][C:12](=[O:16])[NH:11]1)[CH2:5]2.[C:17]1([S:27](Cl)(=[O:29])=[O:28])[C:26]2[C:21](=[CH:22][CH:23]=[CH:24][CH:25]=2)[CH:20]=[CH:19][CH:18]=1.C(N(CC)CC)C. (8) Given the product [CH2:1]([O:4][C:5]1[CH:10]=[CH:9][C:8]([C:19]2[CH:20]=[CH:21][C:22]([CH2:25][OH:26])=[N:23][CH:24]=2)=[C:7]([C:14]([F:17])([F:16])[F:15])[CH:6]=1)[CH2:2][CH3:3], predict the reactants needed to synthesize it. The reactants are: [CH2:1]([O:4][C:5]1[CH:10]=[CH:9][C:8](B(O)O)=[C:7]([C:14]([F:17])([F:16])[F:15])[CH:6]=1)[CH2:2][CH3:3].Br[C:19]1[CH:20]=[CH:21][C:22]([CH2:25][OH:26])=[N:23][CH:24]=1.C(=O)([O-])[O-].[K+].[K+].C1(C)C=CC=CC=1.